From a dataset of Forward reaction prediction with 1.9M reactions from USPTO patents (1976-2016). Predict the product of the given reaction. (1) Given the reactants [ClH:1].[OH:2][C@H:3]1[CH2:7][NH:6][C@H:5]([C:8]([NH:10][CH2:11][C:12]2[CH:17]=[CH:16][C:15]([C:18]3[S:22][CH:21]=[N:20][C:19]=3[CH3:23])=[CH:14][CH:13]=2)=[O:9])[CH2:4]1.C(OC([N:31]1[CH2:36][CH2:35][O:34][CH2:33][C@H:32]1[C:37](O)=[O:38])=O)(C)(C)C.CCN(C(C)C)C(C)C.CN(C(ON1N=NC2C=CC=NC1=2)=[N+](C)C)C.F[P-](F)(F)(F)(F)F.Cl.O1CCOCC1, predict the reaction product. The product is: [ClH:1].[OH:2][C@H:3]1[CH2:7][N:6]([C:37]([C@@H:32]2[CH2:33][O:34][CH2:35][CH2:36][NH:31]2)=[O:38])[C@H:5]([C:8]([NH:10][CH2:11][C:12]2[CH:13]=[CH:14][C:15]([C:18]3[S:22][CH:21]=[N:20][C:19]=3[CH3:23])=[CH:16][CH:17]=2)=[O:9])[CH2:4]1. (2) Given the reactants Br[C:2]1[C:11]2[C:6](=[CH:7][CH:8]=[CH:9][CH:10]=2)[CH:5]=[C:4]([NH:12][C:13]([C:15]2([C:18]3[CH:28]=[CH:27][C:21]4[O:22][C:23]([F:26])([F:25])[O:24][C:20]=4[CH:19]=3)[CH2:17][CH2:16]2)=[O:14])[N:3]=1.[C:29]([O:33][C:34]([NH:36][CH2:37][C:38]1[CH:43]=[CH:42][C:41](B(O)O)=[CH:40][CH:39]=1)=[O:35])([CH3:32])([CH3:31])[CH3:30], predict the reaction product. The product is: [F:25][C:23]1([F:26])[O:22][C:21]2[CH:27]=[CH:28][C:18]([C:15]3([C:13]([NH:12][C:4]4[N:3]=[C:2]([C:41]5[CH:42]=[CH:43][C:38]([CH2:37][NH:36][C:34](=[O:35])[O:33][C:29]([CH3:30])([CH3:31])[CH3:32])=[CH:39][CH:40]=5)[C:11]5[C:6]([CH:5]=4)=[CH:7][CH:8]=[CH:9][CH:10]=5)=[O:14])[CH2:17][CH2:16]3)=[CH:19][C:20]=2[O:24]1.